This data is from Peptide-MHC class I binding affinity with 185,985 pairs from IEDB/IMGT. The task is: Regression. Given a peptide amino acid sequence and an MHC pseudo amino acid sequence, predict their binding affinity value. This is MHC class I binding data. (1) The peptide sequence is IKYACKQIL. The MHC is HLA-A32:01 with pseudo-sequence HLA-A32:01. The binding affinity (normalized) is 0.142. (2) The peptide sequence is DEMVCKWLL. The MHC is HLA-A02:19 with pseudo-sequence HLA-A02:19. The binding affinity (normalized) is 0.0847. (3) The peptide sequence is VALLVAAI. The MHC is H-2-Db with pseudo-sequence H-2-Db. The binding affinity (normalized) is 0.0900.